From a dataset of Full USPTO retrosynthesis dataset with 1.9M reactions from patents (1976-2016). Predict the reactants needed to synthesize the given product. Given the product [CH:16]1([NH:8][C:6]2[N:5]3[N:19]=[CH:20][C:21](/[CH:22]=[C:23]4/[C:24](=[O:29])[NH:25][C:26](=[O:28])[CH2:27]/4)=[C:4]3[N:3]=[C:2]([N:30]3[CH:34]=[CH:33][N:32]=[CH:31]3)[CH:7]=2)[CH2:17][CH2:18]1, predict the reactants needed to synthesize it. The reactants are: Cl[C:2]1[CH:7]=[C:6]([N:8]([CH:16]2[CH2:18][CH2:17]2)C(=O)OC(C)(C)C)[N:5]2[N:19]=[CH:20][C:21](/[CH:22]=[C:23]3/[C:24](=[O:29])[NH:25][C:26](=[O:28])[CH2:27]/3)=[C:4]2[N:3]=1.[NH:30]1[CH:34]=[CH:33][N:32]=[CH:31]1.